Dataset: Reaction yield outcomes from USPTO patents with 853,638 reactions. Task: Predict the reaction yield, written as a fraction of the theoretical maximum amount of product (1.0 means a 100% yield; for example, 0.34 means a 34% yield). (1) The reactants are [OH:1][CH2:2][C@@H:3]1[CH2:8][N:7]2[CH2:9][CH2:10][CH2:11][C@H:6]2[C:5](=[O:12])[NH:4]1.C(N(CC)CC)C.[Si:20](Cl)([C:23]([CH3:26])([CH3:25])[CH3:24])([CH3:22])[CH3:21]. The catalyst is CN(C)C=O.CN(C)C1C=CN=CC=1. The product is [CH3:24][C:23]([Si:20]([CH3:22])([CH3:21])[O:1][CH2:2][C@@H:3]1[CH2:8][N:7]2[CH2:9][CH2:10][CH2:11][C@H:6]2[C:5](=[O:12])[NH:4]1)([CH3:26])[CH3:25]. The yield is 0.660. (2) The reactants are C[O:2][C:3](=[O:35])[CH2:4][CH2:5][C:6]1[CH:11]=[CH:10][C:9]([O:12][CH2:13][CH2:14][CH:15]([O:17][C:18]2[CH:23]=[CH:22][C:21]([CH2:24][CH3:25])=[CH:20][C:19]=2[C:26](=[O:33])[C:27]2[CH:32]=[CH:31][CH:30]=[CH:29][CH:28]=2)[CH3:16])=[CH:8][C:7]=1[CH3:34]. The catalyst is CO. The product is [C:26]([C:19]1[CH:20]=[C:21]([CH2:24][CH3:25])[CH:22]=[CH:23][C:18]=1[O:17][CH:15]([CH3:16])[CH2:14][CH2:13][O:12][C:9]1[CH:10]=[CH:11][C:6]([CH2:5][CH2:4][C:3]([OH:35])=[O:2])=[C:7]([CH3:34])[CH:8]=1)(=[O:33])[C:27]1[CH:28]=[CH:29][CH:30]=[CH:31][CH:32]=1. The yield is 1.00. (3) The reactants are [CH3:1][O:2][C:3](=[O:35])[C:4]1[CH:9]=[CH:8][CH:7]=[C:6]([CH2:10][N:11]2[C:16](=[O:17])[CH:15]=[CH:14][C:13]([C:18]3[CH:23]=[CH:22][CH:21]=[C:20]([CH2:24][CH2:25][N:26]4[C:30]([N+:31]([O-])=O)=[CH:29][C:28]([CH3:34])=[N:27]4)[CH:19]=3)=[N:12]2)[CH:5]=1.Cl[Sn]Cl. The catalyst is CCO.O. The product is [CH3:1][O:2][C:3](=[O:35])[C:4]1[CH:9]=[CH:8][CH:7]=[C:6]([CH2:10][N:11]2[C:16](=[O:17])[CH:15]=[CH:14][C:13]([C:18]3[CH:23]=[CH:22][CH:21]=[C:20]([CH2:24][CH2:25][N:26]4[C:30]([NH2:31])=[CH:29][C:28]([CH3:34])=[N:27]4)[CH:19]=3)=[N:12]2)[CH:5]=1. The yield is 0.630. (4) The reactants are Br[C:2]1[C:11]2[C:6](=[CH:7][CH:8]=[C:9]([O:12][CH3:13])[CH:10]=2)[C:5]([Cl:14])=[N:4][CH:3]=1.C([Li])CCC.B(OC(C)C)(OC(C)C)[O:21]C(C)C.OO.[OH-].[Na+].S([O-])([O-])=O.[Na+].[Na+].O.Cl. The catalyst is C1COCC1. The product is [Cl:14][C:5]1[C:6]2[C:11](=[CH:10][C:9]([O:12][CH3:13])=[CH:8][CH:7]=2)[C:2]([OH:21])=[CH:3][N:4]=1. The yield is 0.676.